Regression. Given a peptide amino acid sequence and an MHC pseudo amino acid sequence, predict their binding affinity value. This is MHC class II binding data. From a dataset of Peptide-MHC class II binding affinity with 134,281 pairs from IEDB. (1) The peptide sequence is KRVMFNGVTFSTFEE. The MHC is DRB1_0101 with pseudo-sequence DRB1_0101. The binding affinity (normalized) is 0.527. (2) The peptide sequence is IQNSLSTEWSPCSVT. The MHC is HLA-DPA10301-DPB10402 with pseudo-sequence HLA-DPA10301-DPB10402. The binding affinity (normalized) is 0.247. (3) The peptide sequence is AGELQIIDKIDAAFK. The MHC is DRB1_0301 with pseudo-sequence DRB1_0301. The binding affinity (normalized) is 0.518. (4) The peptide sequence is RVPLTSNNGIKQQGI. The MHC is DRB1_0301 with pseudo-sequence DRB1_0301. The binding affinity (normalized) is 0.522. (5) The peptide sequence is VKIEYSGTNNKTMAV. The MHC is HLA-DPA10301-DPB10402 with pseudo-sequence HLA-DPA10301-DPB10402. The binding affinity (normalized) is 0.177. (6) The peptide sequence is EKKYFAATQFEPLFA. The MHC is HLA-DPA10201-DPB10501 with pseudo-sequence HLA-DPA10201-DPB10501. The binding affinity (normalized) is 0.824.